From a dataset of Catalyst prediction with 721,799 reactions and 888 catalyst types from USPTO. Predict which catalyst facilitates the given reaction. Reactant: Br[C:2]1[CH:3]=[N:4][N:5]([C:7]2[CH:12]=[CH:11][CH:10]=[CH:9][N:8]=2)[CH:6]=1.[CH3:13][O:14][C:15]1[CH:16]=[C:17](B(O)O)[CH:18]=[CH:19][CH:20]=1.C(=O)([O-])[O-].[K+].[K+]. Product: [CH3:13][O:14][C:15]1[CH:20]=[C:19]([C:2]2[CH:3]=[N:4][N:5]([C:7]3[CH:12]=[CH:11][CH:10]=[CH:9][N:8]=3)[CH:6]=2)[CH:18]=[CH:17][CH:16]=1. The catalyst class is: 108.